Dataset: Catalyst prediction with 721,799 reactions and 888 catalyst types from USPTO. Task: Predict which catalyst facilitates the given reaction. (1) Reactant: [F:1][C:2]1([C:26]2[CH:31]=[CH:30][CH:29]=[CH:28][C:27]=2[C:32]([F:35])([F:34])[F:33])[CH2:7][CH2:6][N:5]([C:8]([C:10]2[C:14]3[CH2:15][N:16](C(OC(C)(C)C)=O)[CH2:17][CH2:18][C:13]=3[NH:12][N:11]=2)=[O:9])[CH2:4][CH2:3]1.[ClH:36]. Product: [ClH:36].[F:1][C:2]1([C:26]2[CH:31]=[CH:30][CH:29]=[CH:28][C:27]=2[C:32]([F:33])([F:34])[F:35])[CH2:7][CH2:6][N:5]([C:8]([C:10]2[C:14]3[CH2:15][NH:16][CH2:17][CH2:18][C:13]=3[NH:12][N:11]=2)=[O:9])[CH2:4][CH2:3]1. The catalyst class is: 158. (2) Reactant: [C:1]([O:5][C:6](=[O:26])[CH2:7][CH2:8][CH2:9][CH2:10][CH2:11][CH2:12][CH2:13][CH2:14][CH2:15][CH2:16][CH2:17][CH2:18][CH2:19][CH2:20][CH2:21][CH2:22][C:23]([OH:25])=[O:24])([CH3:4])([CH3:3])[CH3:2].[B-](F)(F)(F)F.CN(C(O[N:40]1[C:45](=[O:46])[CH2:44][CH2:43][C:41]1=[O:42])=[N+](C)C)C.CCN(C(C)C)C(C)C.Cl. Product: [O:42]=[C:41]1[CH2:43][CH2:44][C:45](=[O:46])[N:40]1[O:24][C:23](=[O:25])[CH2:22][CH2:21][CH2:20][CH2:19][CH2:18][CH2:17][CH2:16][CH2:15][CH2:14][CH2:13][CH2:12][CH2:11][CH2:10][CH2:9][CH2:8][CH2:7][C:6]([O:5][C:1]([CH3:4])([CH3:2])[CH3:3])=[O:26]. The catalyst class is: 577. (3) Reactant: [O:1]1[C:5]2[CH:6]=[CH:7][CH:8]=[CH:9][C:4]=2[N:3]=[C:2]1[C:10]1[C:11]([N:25]([C:33]([O:35][C:36]([CH3:39])([CH3:38])[CH3:37])=[O:34])[C:26](=[O:32])[O:27][C:28]([CH3:31])([CH3:30])[CH3:29])=[N:12][CH:13]=[C:14](B2OC(C)(C)C(C)(C)O2)[CH:15]=1.Br[C:41]1[C:42]([C:59]#[N:60])=[N:43][N:44]([CH:46]2[CH2:51][CH2:50][N:49]([C:52]([O:54][C:55]([CH3:58])([CH3:57])[CH3:56])=[O:53])[CH2:48][CH2:47]2)[CH:45]=1.C1(P(C2CCCCC2)C2C=CC=CC=2C2C(OC)=CC=CC=2OC)CCCCC1.P([O-])([O-])([O-])=O.[K+].[K+].[K+]. Product: [O:1]1[C:5]2[CH:6]=[CH:7][CH:8]=[CH:9][C:4]=2[N:3]=[C:2]1[C:10]1[CH:15]=[C:14]([C:41]2[C:42]([C:59]#[N:60])=[N:43][N:44]([CH:46]3[CH2:47][CH2:48][N:49]([C:52]([O:54][C:55]([CH3:56])([CH3:58])[CH3:57])=[O:53])[CH2:50][CH2:51]3)[CH:45]=2)[CH:13]=[N:12][C:11]=1[N:25]([C:26]([O:27][C:28]([CH3:30])([CH3:31])[CH3:29])=[O:32])[C:33]([O:35][C:36]([CH3:39])([CH3:37])[CH3:38])=[O:34]. The catalyst class is: 333.